The task is: Predict the reaction yield, written as a fraction of the theoretical maximum amount of product (1.0 means a 100% yield; for example, 0.34 means a 34% yield).. This data is from Reaction yield outcomes from USPTO patents with 853,638 reactions. The reactants are [CH:1]([C:3]1[CH:8]=[CH:7][C:6]([N:9]2[CH:13]=[N:12][CH:11]=[N:10]2)=[CH:5][CH:4]=1)=[CH2:2].[Li][CH2:15]CCC.CI. The catalyst is C1COCC1. The product is [CH3:15][C:13]1[N:9]([C:6]2[CH:5]=[CH:4][C:3]([CH:1]=[CH2:2])=[CH:8][CH:7]=2)[N:10]=[CH:11][N:12]=1. The yield is 0.460.